This data is from Full USPTO retrosynthesis dataset with 1.9M reactions from patents (1976-2016). The task is: Predict the reactants needed to synthesize the given product. (1) Given the product [CH3:31][C@@H:30]([OH:35])[CH2:47][CH2:46][O:45][C:43]([CH2:3][C@H:2]([OH:1])[CH3:7])=[O:44], predict the reactants needed to synthesize it. The reactants are: [O:1]=[C:2]1[CH2:7]CC(C(O)=O)C[CH2:3]1.C1(P(C2C=CC=CC=2)C2C=CC=CC=2)C=CC=CC=1.[CH2:30]([OH:35])[C:31](C)(C)C.N([C:43]([O:45][CH2:46][CH3:47])=[O:44])=N[C:43]([O:45][CH2:46][CH3:47])=[O:44]. (2) Given the product [F:7][C:8]1[CH:13]=[C:12]([N+:14]([O-:16])=[O:15])[CH:11]=[CH:10][C:9]=1[CH:17]1[CH2:22][CH2:21][S:20](=[O:24])(=[O:23])[N:19]([CH2:27][CH:26]=[CH2:25])[CH2:18]1, predict the reactants needed to synthesize it. The reactants are: C(=O)([O-])[O-].[K+].[K+].[F:7][C:8]1[CH:13]=[C:12]([N+:14]([O-:16])=[O:15])[CH:11]=[CH:10][C:9]=1[CH:17]1[CH2:22][CH2:21][S:20](=[O:24])(=[O:23])[NH:19][CH2:18]1.[CH2:25](Br)[CH:26]=[CH2:27]. (3) Given the product [CH2:1]([N:3]1[C:7]2=[N:8][CH:9]=[C:10]([C:19]([NH:22][CH2:23][C@@H:24]([OH:25])[C:26]3[CH:31]=[CH:30][CH:29]=[CH:28][CH:27]=3)=[O:20])[C:11]([NH:12][CH:13]3[CH2:18][CH2:17][O:16][CH2:15][CH2:14]3)=[C:6]2[CH:5]=[N:4]1)[CH3:2], predict the reactants needed to synthesize it. The reactants are: [CH2:1]([N:3]1[C:7]2=[N:8][CH:9]=[C:10]([C:19](O)=[O:20])[C:11]([NH:12][CH:13]3[CH2:18][CH2:17][O:16][CH2:15][CH2:14]3)=[C:6]2[CH:5]=[N:4]1)[CH3:2].[NH2:22][CH2:23][C@H:24]([C:26]1[CH:31]=[CH:30][CH:29]=[CH:28][CH:27]=1)[OH:25].C(N1C2=NC=C(C(N[C@H](C3C=CC=CC=3)CO)=O)C(NC3CCOCC3)=C2C=N1)C. (4) Given the product [CH3:25][O:24][CH2:23][N:15]1[C:14]2[CH:26]=[C:10]([CH2:9][NH:8][C:5](=[O:7])[CH3:6])[CH:11]=[CH:12][C:13]=2[S:18][C:17]2[N:19]=[CH:20][CH:21]=[N:22][C:16]1=2, predict the reactants needed to synthesize it. The reactants are: C(O[C:5](=[O:7])[CH3:6])(=O)C.[NH2:8][CH2:9][C:10]1[CH:11]=[CH:12][C:13]2[S:18][C:17]3[N:19]=[CH:20][CH:21]=[N:22][C:16]=3[N:15]([CH2:23][O:24][CH3:25])[C:14]=2[CH:26]=1.C(OCC)C. (5) Given the product [Cl:44][C:6]1[N:7]=[CH:8][CH:9]=[C:10]2[C:5]=1[N:4]=[CH:3][C:2]([C:53]#[N:49])=[CH:11]2, predict the reactants needed to synthesize it. The reactants are: Cl[C:2]1[CH:3]=[N:4][C:5]2[C:6](=O)[NH:7][CH:8]=[CH:9][C:10]=2[CH:11]=1.C1(P(C2CCCCC2)C2C=CC=CC=2C2C(OC)=CC=CC=2OC)CCCCC1.P(Cl)(Cl)([Cl:44])=O.CC[N:49]([CH:53](C)C)C(C)C. (6) Given the product [CH3:1][N:2]([CH3:15])[CH2:3][CH2:4][NH:5][C:6]1[C:11]([F:12])=[CH:10][CH:9]=[CH:8][C:7]=1[CH:13]=[O:14], predict the reactants needed to synthesize it. The reactants are: [CH3:1][N:2]([CH3:15])[CH2:3][CH2:4][NH:5][C:6]1[C:11]([F:12])=[CH:10][CH:9]=[CH:8][C:7]=1[CH2:13][OH:14].